Dataset: Full USPTO retrosynthesis dataset with 1.9M reactions from patents (1976-2016). Task: Predict the reactants needed to synthesize the given product. (1) The reactants are: [NH2:1][C:2]1[N:7]=[CH:6][N:5]=[C:4]2[N:8]([CH:12]3[CH2:16][CH2:15][N:14]([C:17](=[O:22])[CH2:18][N:19]([CH3:21])[CH3:20])[CH2:13]3)[N:9]=[C:10](I)[C:3]=12.CC1(C)C(C)(C)OB([C:31]2[CH:36]=[CH:35][C:34]([NH:37][C:38]3[O:39][C:40]4[C:46]([CH3:47])=[CH:45][C:44]([CH3:48])=[CH:43][C:41]=4[N:42]=3)=[CH:33][CH:32]=2)O1. Given the product [NH2:1][C:2]1[N:7]=[CH:6][N:5]=[C:4]2[N:8]([CH:12]3[CH2:16][CH2:15][N:14]([C:17](=[O:22])[CH2:18][N:19]([CH3:21])[CH3:20])[CH2:13]3)[N:9]=[C:10]([C:31]3[CH:32]=[CH:33][C:34]([NH:37][C:38]4[O:39][C:40]5[C:46]([CH3:47])=[CH:45][C:44]([CH3:48])=[CH:43][C:41]=5[N:42]=4)=[CH:35][CH:36]=3)[C:3]=12, predict the reactants needed to synthesize it. (2) Given the product [Cl:1][C:2]1[CH:3]=[C:4]([C:9]2[CH:14]=[C:13]([C:15]([F:16])([F:17])[F:18])[N:12]3[N:19]=[CH:20][C:21]([C:22]#[C:23][C:25]4[CH:26]=[C:27]([S:31]([NH2:34])(=[O:33])=[O:32])[CH:28]=[CH:29][CH:30]=4)=[C:11]3[N:10]=2)[CH:5]=[CH:6][C:7]=1[Cl:8], predict the reactants needed to synthesize it. The reactants are: [Cl:1][C:2]1[CH:3]=[C:4]([C:9]2[CH:14]=[C:13]([C:15]([F:18])([F:17])[F:16])[N:12]3[N:19]=[CH:20][C:21]([C:22]#[CH:23])=[C:11]3[N:10]=2)[CH:5]=[CH:6][C:7]=1[Cl:8].Br[C:25]1[CH:26]=[C:27]([S:31]([NH2:34])(=[O:33])=[O:32])[CH:28]=[CH:29][CH:30]=1. (3) Given the product [Br:1][C:2]1[C:3]([N:16]([CH3:21])[S:17]([CH3:20])(=[O:19])=[O:18])=[CH:4][C:5]2[O:9][C:8]([N:22]3[CH2:27][CH2:26][O:25][CH2:24][CH2:23]3)=[C:7]([C:11]([NH:13][CH3:14])=[O:12])[C:6]=2[CH:15]=1, predict the reactants needed to synthesize it. The reactants are: [Br:1][C:2]1[C:3]([N:16]([CH3:21])[S:17]([CH3:20])(=[O:19])=[O:18])=[CH:4][C:5]2[O:9][C:8](I)=[C:7]([C:11]([NH:13][CH3:14])=[O:12])[C:6]=2[CH:15]=1.[NH:22]1[CH2:27][CH2:26][O:25][CH2:24][CH2:23]1. (4) The reactants are: [CH2:1]([C:3]1[S:12][C:6]2[N:7]=[CH:8][NH:9][C:10](=O)[C:5]=2[CH:4]=1)[CH3:2].P(Cl)(Cl)(Cl)(Cl)[Cl:14]. Given the product [Cl:14][C:10]1[C:5]2[CH:4]=[C:3]([CH2:1][CH3:2])[S:12][C:6]=2[N:7]=[CH:8][N:9]=1, predict the reactants needed to synthesize it. (5) The reactants are: [NH2:1][C:2]1[N:7]=[C:6](S(C)=O)[C:5]([C:11]2[CH:12]=[CH:13][C:14](=[O:20])[N:15]([CH:17]([CH3:19])[CH3:18])[N:16]=2)=[C:4]([C:21]2[CH:26]=[CH:25][CH:24]=[CH:23][CH:22]=2)[N:3]=1.[CH2:27]([NH2:34])[C:28]1[CH:33]=[CH:32][CH:31]=[CH:30][CH:29]=1.O.[CH3:36]N(C)C(=O)C. Given the product [NH2:1][C:2]1[N:7]=[C:6]([N:34]([CH2:27][C:28]2[CH:33]=[CH:32][CH:31]=[CH:30][CH:29]=2)[CH3:36])[C:5]([C:11]2[CH:12]=[CH:13][C:14](=[O:20])[N:15]([CH:17]([CH3:19])[CH3:18])[N:16]=2)=[C:4]([C:21]2[CH:26]=[CH:25][CH:24]=[CH:23][CH:22]=2)[N:3]=1, predict the reactants needed to synthesize it. (6) Given the product [Cl:41][C:35]1[CH:36]=[C:37]([Cl:40])[CH:38]=[CH:39][C:34]=1[C:16]1[N:15]([C:12]2[CH:11]=[CH:10][C:9]([OH:8])=[CH:14][CH:13]=2)[C:19]([CH3:20])=[C:18]([C:21]([NH:23][C:24]2[CH:29]=[CH:28][C:27]([C:30]([F:31])([F:32])[F:33])=[CH:26][N:25]=2)=[O:22])[N:17]=1, predict the reactants needed to synthesize it. The reactants are: C([O:8][C:9]1[CH:14]=[CH:13][C:12]([N:15]2[C:19]([CH3:20])=[C:18]([C:21]([NH:23][C:24]3[CH:29]=[CH:28][C:27]([C:30]([F:33])([F:32])[F:31])=[CH:26][N:25]=3)=[O:22])[N:17]=[C:16]2[C:34]2[CH:39]=[CH:38][C:37]([Cl:40])=[CH:36][C:35]=2[Cl:41])=[CH:11][CH:10]=1)C1C=CC=CC=1.Br.C(O)(=O)C.N.